This data is from Reaction yield outcomes from USPTO patents with 853,638 reactions. The task is: Predict the reaction yield, written as a fraction of the theoretical maximum amount of product (1.0 means a 100% yield; for example, 0.34 means a 34% yield). (1) The reactants are [N+:1]([C:4]1[CH:9]=[CH:8][CH:7]=[CH:6][C:5]=1B(O)O)([O-:3])=[O:2].[F:13][C:14]([F:33])([F:32])[C:15]1[CH:16]=[C:17]([CH:29]=[CH:30][CH:31]=1)[CH2:18][NH:19][C:20](=[O:28])[C:21]1[CH:26]=[CH:25][N:24]=[C:23](Br)[CH:22]=1.C(=O)([O-])[O-].[Na+].[Na+]. The catalyst is COCCOC.O.C1C=CC([P]([Pd]([P](C2C=CC=CC=2)(C2C=CC=CC=2)C2C=CC=CC=2)([P](C2C=CC=CC=2)(C2C=CC=CC=2)C2C=CC=CC=2)[P](C2C=CC=CC=2)(C2C=CC=CC=2)C2C=CC=CC=2)(C2C=CC=CC=2)C2C=CC=CC=2)=CC=1. The product is [F:32][C:14]([F:13])([F:33])[C:15]1[CH:16]=[C:17]([CH:29]=[CH:30][CH:31]=1)[CH2:18][NH:19][C:20](=[O:28])[C:21]1[CH:22]=[CH:23][N:24]=[C:25]([C:5]2[CH:6]=[CH:7][CH:8]=[CH:9][C:4]=2[N+:1]([O-:3])=[O:2])[CH:26]=1. The yield is 0.830. (2) The yield is 0.740. The product is [CH2:1]([O:3][C:4]1[CH:9]=[C:8]([O:10][CH2:11][C:12]2[CH:17]=[CH:16][C:15]([O:18][CH3:19])=[CH:14][CH:13]=2)[N:7]=[CH:6][C:5]=1[C:20]1[CH:25]=[CH:24][C:23]([CH2:26][C:27]([NH:41][C:38]2[CH:37]=[C:36]([C:33]([CH3:35])([CH3:34])[C:32]([F:42])([F:31])[F:43])[O:40][N:39]=2)=[O:29])=[C:22]([F:30])[CH:21]=1)[CH3:2]. The catalyst is N1C=CC=CC=1. The reactants are [CH2:1]([O:3][C:4]1[CH:9]=[C:8]([O:10][CH2:11][C:12]2[CH:17]=[CH:16][C:15]([O:18][CH3:19])=[CH:14][CH:13]=2)[N:7]=[CH:6][C:5]=1[C:20]1[CH:25]=[CH:24][C:23]([CH2:26][C:27]([OH:29])=O)=[C:22]([F:30])[CH:21]=1)[CH3:2].[F:31][C:32]([F:43])([F:42])[C:33]([C:36]1[O:40][N:39]=[C:38]([NH2:41])[CH:37]=1)([CH3:35])[CH3:34].C(P1(=O)OP(CCC)(=O)OP(CCC)(=O)O1)CC.